Task: Predict the reactants needed to synthesize the given product.. Dataset: Full USPTO retrosynthesis dataset with 1.9M reactions from patents (1976-2016) Given the product [CH2:9]([O:8][C:6](=[O:7])[C:5](=[O:11])[CH2:12][C:13]1[CH:14]=[C:15]([C:16]#[N:17])[CH:18]=[CH:19][C:20]=1[N+:21]([O-:23])=[O:22])[CH3:10], predict the reactants needed to synthesize it. The reactants are: [Na].C(O[C:5](=[O:11])[C:6]([O:8][CH2:9][CH3:10])=[O:7])C.[CH3:12][C:13]1[CH:14]=[C:15]([CH:18]=[CH:19][C:20]=1[N+:21]([O-:23])=[O:22])[C:16]#[N:17].Cl.